Dataset: Full USPTO retrosynthesis dataset with 1.9M reactions from patents (1976-2016). Task: Predict the reactants needed to synthesize the given product. (1) The reactants are: [CH3:1][C:2]1[C:6]([CH2:7][O:8][C:9]2[CH:14]=[CH:13][C:12]([S:15]([N:18]([CH2:36][CH:37]([CH3:39])[CH3:38])[C:19]3[CH:24]=[CH:23][C:22]([O:25][CH2:26][CH2:27][O:28]C4CCCCO4)=[CH:21][C:20]=3[CH3:35])(=[O:17])=[O:16])=[CH:11][CH:10]=2)=[C:5]([CH3:40])[O:4][N:3]=1.Cl.O1CCOCC1. Given the product [CH3:1][C:2]1[C:6]([CH2:7][O:8][C:9]2[CH:14]=[CH:13][C:12]([S:15]([N:18]([C:19]3[CH:24]=[CH:23][C:22]([O:25][CH2:26][CH2:27][OH:28])=[CH:21][C:20]=3[CH3:35])[CH2:36][CH:37]([CH3:39])[CH3:38])(=[O:16])=[O:17])=[CH:11][CH:10]=2)=[C:5]([CH3:40])[O:4][N:3]=1, predict the reactants needed to synthesize it. (2) Given the product [Cl:33][C:20]1[CH:19]=[C:18]([NH:17][C:2]2[C:7]([N:8]([CH3:15])[C:9](=[O:14])[C:10]([F:13])([F:12])[F:11])=[C:6]([I:16])[N:5]=[CH:4][N:3]=2)[CH:32]=[CH:31][C:21]=1[O:22][C:23]1[CH:30]=[CH:29][CH:28]=[C:25]([C:26]#[N:27])[CH:24]=1, predict the reactants needed to synthesize it. The reactants are: I[C:2]1[C:7]([N:8]([CH3:15])[C:9](=[O:14])[C:10]([F:13])([F:12])[F:11])=[C:6]([I:16])[N:5]=[CH:4][N:3]=1.[NH2:17][C:18]1[CH:32]=[CH:31][C:21]([O:22][C:23]2[CH:24]=[C:25]([CH:28]=[CH:29][CH:30]=2)[C:26]#[N:27])=[C:20]([Cl:33])[CH:19]=1.C(=O)([O-])O.[Na+]. (3) Given the product [NH2:1][C:2]1[C:3]2[NH:10][CH:9]=[C:8]([CH2:11][N:12]([CH:13]([CH2:14][OH:15])[CH2:16][OH:17])[C:18](=[O:19])[O:20][CH2:21][CH:22]3[C:34]4[CH:33]=[CH:32][CH:31]=[CH:30][C:29]=4[C:28]4[C:23]3=[CH:24][CH:25]=[CH:26][CH:27]=4)[C:4]=2[N:5]=[CH:6][N:7]=1, predict the reactants needed to synthesize it. The reactants are: [NH2:1][C:2]1[C:3]2[NH:10][CH:9]=[C:8]([CH2:11][NH:12][CH:13]([CH2:16][OH:17])[CH2:14][OH:15])[C:4]=2[N:5]=[CH:6][N:7]=1.[C:18](Cl)([O:20][CH2:21][CH:22]1[C:34]2[C:29](=[CH:30][CH:31]=[CH:32][CH:33]=2)[C:28]2[C:23]1=[CH:24][CH:25]=[CH:26][CH:27]=2)=[O:19].